From a dataset of Peptide-MHC class II binding affinity with 134,281 pairs from IEDB. Regression. Given a peptide amino acid sequence and an MHC pseudo amino acid sequence, predict their binding affinity value. This is MHC class II binding data. The peptide sequence is KELKGAYVYFASDAS. The MHC is DRB1_0404 with pseudo-sequence DRB1_0404. The binding affinity (normalized) is 0.199.